This data is from NCI-60 drug combinations with 297,098 pairs across 59 cell lines. The task is: Regression. Given two drug SMILES strings and cell line genomic features, predict the synergy score measuring deviation from expected non-interaction effect. (1) Drug 1: CC1=C(C(=O)C2=C(C1=O)N3CC4C(C3(C2COC(=O)N)OC)N4)N. Drug 2: B(C(CC(C)C)NC(=O)C(CC1=CC=CC=C1)NC(=O)C2=NC=CN=C2)(O)O. Cell line: HCC-2998. Synergy scores: CSS=31.6, Synergy_ZIP=0.265, Synergy_Bliss=1.01, Synergy_Loewe=-12.5, Synergy_HSA=0.160. (2) Drug 1: C1CCC(C1)C(CC#N)N2C=C(C=N2)C3=C4C=CNC4=NC=N3. Cell line: MALME-3M. Drug 2: CS(=O)(=O)CCNCC1=CC=C(O1)C2=CC3=C(C=C2)N=CN=C3NC4=CC(=C(C=C4)OCC5=CC(=CC=C5)F)Cl. Synergy scores: CSS=-5.92, Synergy_ZIP=1.56, Synergy_Bliss=-2.15, Synergy_Loewe=-6.17, Synergy_HSA=-5.71. (3) Drug 1: CC1=C(C=C(C=C1)C(=O)NC2=CC(=CC(=C2)C(F)(F)F)N3C=C(N=C3)C)NC4=NC=CC(=N4)C5=CN=CC=C5. Drug 2: C1CN1C2=NC(=NC(=N2)N3CC3)N4CC4. Cell line: A549. Synergy scores: CSS=27.7, Synergy_ZIP=1.40, Synergy_Bliss=-1.16, Synergy_Loewe=-12.3, Synergy_HSA=-2.77. (4) Drug 1: CC1=C(C=C(C=C1)NC2=NC=CC(=N2)N(C)C3=CC4=NN(C(=C4C=C3)C)C)S(=O)(=O)N.Cl. Drug 2: CS(=O)(=O)OCCCCOS(=O)(=O)C. Cell line: UACC62. Synergy scores: CSS=5.64, Synergy_ZIP=-1.95, Synergy_Bliss=2.82, Synergy_Loewe=0.213, Synergy_HSA=1.79. (5) Drug 1: CN1C(=O)N2C=NC(=C2N=N1)C(=O)N. Drug 2: C(CCl)NC(=O)N(CCCl)N=O. Cell line: PC-3. Synergy scores: CSS=5.41, Synergy_ZIP=-2.92, Synergy_Bliss=-1.80, Synergy_Loewe=0.367, Synergy_HSA=0.400. (6) Drug 1: C1=CC(=C2C(=C1NCCNCCO)C(=O)C3=C(C=CC(=C3C2=O)O)O)NCCNCCO. Drug 2: CN(C)C1=NC(=NC(=N1)N(C)C)N(C)C. Cell line: DU-145. Synergy scores: CSS=62.5, Synergy_ZIP=2.21, Synergy_Bliss=1.30, Synergy_Loewe=-64.9, Synergy_HSA=-1.22. (7) Drug 1: C1CC(=O)NC(=O)C1N2CC3=C(C2=O)C=CC=C3N. Drug 2: CC1C(C(=O)NC(C(=O)N2CCCC2C(=O)N(CC(=O)N(C(C(=O)O1)C(C)C)C)C)C(C)C)NC(=O)C3=C4C(=C(C=C3)C)OC5=C(C(=O)C(=C(C5=N4)C(=O)NC6C(OC(=O)C(N(C(=O)CN(C(=O)C7CCCN7C(=O)C(NC6=O)C(C)C)C)C)C(C)C)C)N)C. Cell line: MDA-MB-435. Synergy scores: CSS=3.50, Synergy_ZIP=0.672, Synergy_Bliss=2.26, Synergy_Loewe=3.58, Synergy_HSA=2.91. (8) Drug 1: C1=NC(=NC(=O)N1C2C(C(C(O2)CO)O)O)N. Drug 2: CCC1(C2=C(COC1=O)C(=O)N3CC4=CC5=C(C=CC(=C5CN(C)C)O)N=C4C3=C2)O.Cl. Cell line: U251. Synergy scores: CSS=62.8, Synergy_ZIP=-2.86, Synergy_Bliss=-4.12, Synergy_Loewe=-2.41, Synergy_HSA=0.859.